Dataset: Retrosynthesis with 50K atom-mapped reactions and 10 reaction types from USPTO. Task: Predict the reactants needed to synthesize the given product. (1) Given the product C=CCNc1nc(NC2CCCCC2)nc2ccc([N+](=O)[O-])cc12, predict the reactants needed to synthesize it. The reactants are: C=CCNc1nc(Cl)nc2ccc([N+](=O)[O-])cc12.NC1CCCCC1. (2) Given the product Fc1ccc(CN=C(c2ccc(F)cc2)C2CCN(CCc3ccccc3)CC2)cc1, predict the reactants needed to synthesize it. The reactants are: NCc1ccc(F)cc1.O=C(c1ccc(F)cc1)C1CCN(CCc2ccccc2)CC1. (3) Given the product Cc1ccccc1C(OC1CCNCC1)c1ccccc1, predict the reactants needed to synthesize it. The reactants are: Cc1ccccc1C(OC1CCN(Cc2ccccc2)CC1)c1ccccc1. (4) Given the product CCC(CC)c1cccc2c1n(CCN(C)C)c(=O)n2Cc1ccc(OC)cc1, predict the reactants needed to synthesize it. The reactants are: CCC(CC)c1cccc2c1[nH]c(=O)n2Cc1ccc(OC)cc1.CN(C)CCCl. (5) Given the product CCOC(=O)c1sc2cc(OCc3ccc(Cl)cc3Cl)ccc2c1OCC(=O)OC(C)(C)C, predict the reactants needed to synthesize it. The reactants are: CC(C)(C)OC(=O)CBr.CCOC(=O)c1sc2cc(OCc3ccc(Cl)cc3Cl)ccc2c1O. (6) The reactants are: COC(=O)c1ccc(N2CCN(C)CC2)c(F)c1. Given the product CN1CCN(c2ccc(C(=O)O)cc2F)CC1, predict the reactants needed to synthesize it.